Dataset: Experimentally validated miRNA-target interactions with 360,000+ pairs, plus equal number of negative samples. Task: Binary Classification. Given a miRNA mature sequence and a target amino acid sequence, predict their likelihood of interaction. (1) The miRNA is cel-miR-60-3p with sequence UAUUAUGCACAUUUUCUAGUUCA. The protein sequence of the target gene is MAPITTSRVEFDEIPTVVGIFSAFGLVFTVSLFAWICCQRRSAKSNKTPPYKFVHVLKGVDIYPENLSSKKKFGGDDKSEVKGKAALPNLSLHLDLEKRDLNGNFPKANPKAGSSSDLENVTPKLFTETEKEANSPESLKSSTSLTSEEKQEKLGTLFLSLEYNFEKKAFVVNIKEAQGLPAMDEQSMTSDPYIKMTILPEKKHRVKTRVLRKTLDPVFDETFTFYGIPYPHIQELSLHFTVLSFDRFSRDDVIGEVLIPLSGIELSDGKMLMTREIIKRNAKKSSGRGELLVSLCYQST.... Result: 0 (no interaction). (2) The miRNA is mmu-miR-297c-5p with sequence AUGUAUGUGUGCAUGUACAUGU. The protein sequence of the target gene is MKIDIHTHILPKEWPDLEKRFGYGGWVQLQQQGKGEAKMIKDGKLFRVIQQNCWDPEVRIREMNQKGVTVQALSTVPVMFSYWAKPKDTLELCQFLNNDLAATVARYPRRFVGLGTLPMQAPELAVEEMERCVKALGFPGIQIGSHINTWDLNDPELFPIYAAAERLNCSLFVHPWDMQMDGRMAKYWLPWLVGMPSETTMAICSMIMGGVFEKFPKLKVCFAHGGGAFPFTIGRIAHGFNMRPDLCAQDNPSDPRKYLGSFYTDSLVHDPLSLKLLTDVIGKDKVMLGTDYPFPLGEQE.... Result: 1 (interaction). (3) The miRNA is mmu-miR-5116 with sequence UUUGAUAGGAACCCCGCCUGA. The protein sequence of the target gene is MTEAGKLPLPLPPRLDWFVHTQMGQLAQDGVPEWFHGAISREDAENLLESQPLGSFLIRVSHSHVGYTLSYKAQSSCCHFMVKLLDDGTFMIPGEKVAHTSLDALVTFHQQKPIEPRRELLTQPCRQKDPANVDYEDLFLYSNAVAEEAACPVSAPEEASPKPVLCHQSKERKPSAEMNRITTKEATSSCPPKSPLGETRQKLWRSLKMLPERGQRVRQQLKSHLATVNLSSLLDVRRSTVISGPGTGKGSQDHSGDPTSGDRGYTDPCVATSLKSPSQPQAPKDRKVPTRKAERSVSCI.... Result: 0 (no interaction). (4) The protein sequence of the target gene is MRVHYLWLLLILGHAASAQYSSANDWTVDHPQTLFAWEGACIRIPCKYKTPLPKARLDNILLFQNYEFDKATKKFKGTVLYNKAEPELYPPKQRRVTFLGNSIDNCTLKIHPIRANDSGNLGLRMTAGTERWMEPIHLNVSEKPFQPYIQMPSEIRESQSVTLTCGLNFSCFEYDILLQWFLEDSKITSVTPSVTSITSSVTSSIKNVYTESKLTFQPKWTDHGKSVKCQVQHSSEVLSERTVRLDVKYTPKLEIKVNPTEVEKNNSVTMTCRVNSSNPKLRTVAVSWFKDGRPLEDQEL.... Result: 0 (no interaction). The miRNA is mmu-miR-3097-3p with sequence CUCAGACCUUUCUACCUGUCAG. (5) The miRNA is hsa-miR-450a-5p with sequence UUUUGCGAUGUGUUCCUAAUAU. The protein sequence of the target gene is MAKQYDSVECPFCDEVTKYEKLAKIGQGTFGEVFKAKHRQTGQKVALKKVLMENEKEGFPITALREIKILQLLKHENVVNLIEICRTKASPYNRCKGSIYLVFDFCEHDLAGLLSNVLVKFTLSEIKRVMQMLLNGLYYIHRNKILHRDMKAANVLITRDGVLKLADFGLARAFSLAKNSQPNRYTNRVVTLWYRPPELLLGERDYGPPIDLWGAGCIMAEMWTRSPIMQGNTEQHQLALISQLCGSITPEVWPNVDKYELFEKLELVKGQKRKVKDRLKAYVRDPYALDLIDKLLVLDP.... Result: 0 (no interaction). (6) The miRNA is hsa-miR-30c-2-3p with sequence CUGGGAGAAGGCUGUUUACUCU. The protein sequence of the target gene is MKPKLMYQELKVPAEEPANELPMNEIEAWKAAEKKARWVLLVLILAVVGFGALMTQLFLWEYGDLHLFGPNQRPAPCYDPCEAVLVESIPEGLDFPNASTGNPSTSQAWLGLLAGAHSSLDIASFYWTLTNNDTHTQEPSAQQGEEVLRQLQTLAPKGVNVRIAVSKPSGPQPQADLQALLQSGAQVRMVDMQKLTHGVLHTKFWVVDQTHFYLGSANMDWRSLTQVKELGVVMYNCSCLARDLTKIFEAYWFLGQAGSSIPSTWPRFYDTRYNQETPMEICLNGTPALAYLASAPPPLC.... Result: 1 (interaction).